This data is from Full USPTO retrosynthesis dataset with 1.9M reactions from patents (1976-2016). The task is: Predict the reactants needed to synthesize the given product. (1) Given the product [OH:31][CH2:30][C@H:28]([NH:29][C:1](=[O:7])[CH2:2][CH2:3][CH:4]=[CH2:5])[C:22]1[CH:27]=[CH:26][CH:25]=[CH:24][CH:23]=1, predict the reactants needed to synthesize it. The reactants are: [C:1]([OH:7])(=O)[CH2:2][CH2:3][CH:4]=[CH2:5].C1C=CC2N(O)N=NC=2C=1.C(Cl)CCl.[C:22]1([C@H:28]([CH2:30][OH:31])[NH2:29])[CH:27]=[CH:26][CH:25]=[CH:24][CH:23]=1.CCN(C(C)C)C(C)C. (2) Given the product [Cl:24][C:21]1[CH:22]=[CH:23][C:18]([CH2:17][CH:9]2[N:6]3[C:7](=[O:8])[CH:2]([NH:1][CH:38]([CH3:40])[CH3:37])[CH2:3][N:4]([S:25]([C:28]4[CH:33]=[C:32]([Cl:34])[CH:31]=[CH:30][C:29]=4[O:35][CH3:36])(=[O:27])=[O:26])[CH:5]3[CH2:12][N:11]([CH:13]([CH3:14])[CH3:15])[C:10]2=[O:16])=[CH:19][CH:20]=1, predict the reactants needed to synthesize it. The reactants are: [NH2:1][CH:2]1[C:7](=[O:8])[N:6]2[CH:9]([CH2:17][C:18]3[CH:23]=[CH:22][C:21]([Cl:24])=[CH:20][CH:19]=3)[C:10](=[O:16])[N:11]([CH:13]([CH3:15])[CH3:14])[CH2:12][CH:5]2[N:4]([S:25]([C:28]2[CH:33]=[C:32]([Cl:34])[CH:31]=[CH:30][C:29]=2[O:35][CH3:36])(=[O:27])=[O:26])[CH2:3]1.[CH3:37][C:38]([CH3:40])=O.C([BH3-])#N.[Na+]. (3) Given the product [CH:31]1([C:30]2[C:15]3[C:14]([N:11]4[CH2:10][CH2:9][NH:8][CH2:13][CH2:12]4)=[N:19][C:18]([C:20]4[CH:25]=[CH:24][N:23]=[C:22]([NH:47][C:36]5[CH:37]=[CH:38][C:39]([N:41]6[CH2:46][CH2:45][O:44][CH2:43][CH2:42]6)=[CH:40][C:35]=5[CH3:34])[CH:21]=4)=[N:17][C:16]=3[CH:27]=[N:28][CH:29]=2)[CH2:33][CH2:32]1, predict the reactants needed to synthesize it. The reactants are: C(OC([N:8]1[CH2:13][CH2:12][N:11]([C:14]2[C:15]3[C:30]([CH:31]4[CH2:33][CH2:32]4)=[CH:29][N:28]=[CH:27][C:16]=3[N:17]=[C:18]([C:20]3[CH:25]=[CH:24][N:23]=[C:22](Cl)[CH:21]=3)[N:19]=2)[CH2:10][CH2:9]1)=O)(C)(C)C.[CH3:34][C:35]1[CH:40]=[C:39]([N:41]2[CH2:46][CH2:45][O:44][CH2:43][CH2:42]2)[CH:38]=[CH:37][C:36]=1[NH2:47].